From a dataset of Full USPTO retrosynthesis dataset with 1.9M reactions from patents (1976-2016). Predict the reactants needed to synthesize the given product. Given the product [C:1]([O:5][C:6]([NH:7][C@H:8]([CH3:11])[CH2:9][O:10][S:23]([CH3:22])(=[O:25])=[O:24])=[O:12])([CH3:4])([CH3:2])[CH3:3], predict the reactants needed to synthesize it. The reactants are: [C:1]([O:5][C:6](=[O:12])[NH:7][C@H:8]([CH3:11])[CH2:9][OH:10])([CH3:4])([CH3:3])[CH3:2].C(N(CC)C(C)C)(C)C.[CH3:22][S:23](Cl)(=[O:25])=[O:24].[Cl-].[NH4+].